This data is from Reaction yield outcomes from USPTO patents with 853,638 reactions. The task is: Predict the reaction yield, written as a fraction of the theoretical maximum amount of product (1.0 means a 100% yield; for example, 0.34 means a 34% yield). (1) The reactants are [CH2:1]([Sn:5](=[O:10])[CH2:6][CH2:7][CH2:8][CH3:9])[CH2:2][CH2:3][CH3:4].[CH3:11][CH:12]([CH3:16])[CH2:13][CH2:14][OH:15]. No catalyst specified. The product is [CH2:1]([Sn:5]([CH2:6][CH2:7][CH2:8][CH3:9])([O:15][CH2:14][CH2:13][CH:12]([CH3:16])[CH3:11])[O:10][Sn:5]([CH2:6][CH2:7][CH2:8][CH3:9])([CH2:1][CH2:2][CH2:3][CH3:4])[O:15][CH2:14][CH2:13][CH:12]([CH3:16])[CH3:11])[CH2:2][CH2:3][CH3:4]. The yield is 0.990. (2) The reactants are [CH3:1][O:2][C:3]([C@@:5]1([C:11]2[CH:16]=[CH:15][CH:14]=[C:13]([F:17])[C:12]=2[CH3:18])[CH2:9][CH2:8][C@@H:7]([OH:10])[CH2:6]1)=[O:4].CC(OI1(OC(C)=O)(OC(C)=O)OC(=O)C2C=CC=CC1=2)=O. The catalyst is C(Cl)Cl. The product is [CH3:1][O:2][C:3]([C@:5]1([C:11]2[CH:16]=[CH:15][CH:14]=[C:13]([F:17])[C:12]=2[CH3:18])[CH2:9][CH2:8][C:7](=[O:10])[CH2:6]1)=[O:4]. The yield is 0.860. (3) The reactants are Br[C:2]1[C:3]([OH:18])=[C:4]2[C:9](=[CH:10][CH:11]=1)[N:8]([C:12]([CH:14]1[CH2:16][CH2:15]1)=[O:13])[C@@H:7]([CH3:17])[CH2:6][CH2:5]2.[N:19]1[NH:20][N:21]=[CH:22][CH:23]=1.CN[C@@H]1CCCC[C@H]1NC.C(=O)([O-])[O-].[K+].[K+]. The catalyst is CN(C)C=O.[Cu]I.C(OCC)(=O)C. The product is [CH:14]1([C:12]([N:8]2[C:9]3[C:4](=[C:3]([OH:18])[C:2]([N:20]4[N:21]=[CH:22][CH:23]=[N:19]4)=[CH:11][CH:10]=3)[CH2:5][CH2:6][C@@H:7]2[CH3:17])=[O:13])[CH2:16][CH2:15]1. The yield is 0.130. (4) The reactants are O[CH:2]1[CH2:7][CH2:6][CH2:5][CH2:4][C:3]1=O.S(O)(C1C=CC(C)=CC=1)(=O)=O.[CH3:20][O:21][C:22]1[CH:23]=[C:24]([CH2:28][NH2:29])[CH:25]=[CH:26][CH:27]=1.[C:30](#[N:34])[CH2:31][C:32]#[N:33].N1CCCCC1. The catalyst is C(Cl)Cl.C1CCCCC1. The product is [NH2:34][C:30]1[N:29]([CH2:28][C:24]2[CH:25]=[CH:26][CH:27]=[C:22]([O:21][CH3:20])[CH:23]=2)[C:3]2[CH2:4][CH2:5][CH2:6][CH2:7][C:2]=2[C:31]=1[C:32]#[N:33]. The yield is 0.450. (5) The reactants are [N:1]1[CH:6]=[CH:5][C:4]([OH:7])=[CH:3][CH:2]=1.[CH:8]1(O)[CH2:11][CH2:10][CH2:9]1.C1(P(C2C=CC=CC=2)C2C=CC=CC=2)C=CC=CC=1.CC(OC(/N=N/C(OC(C)C)=O)=O)C. The catalyst is C1COCC1. The product is [CH:8]1([O:7][C:4]2[CH:5]=[CH:6][N:1]=[CH:2][CH:3]=2)[CH2:11][CH2:10][CH2:9]1. The yield is 0.499. (6) The reactants are [CH3:1][C:2]1([CH3:20])[CH2:6][N:5]([C:7]2[N:12]=[CH:11][C:10]([C:13]#[C:14][Si](C)(C)C)=[CH:9]N=2)[C:4](=[O:19])[CH2:3]1.[F:21][C:22]1[CH:27]=[CH:26][C:25](I)=[CH:24][CH:23]=1.[CH3:29]CN(CC)CC.CCCC[N+](CCCC)(CCCC)CCCC.[F-].C1COCC1. The catalyst is CN(C=O)C.C1C=CC(P(C2C=CC=CC=2)C2C=CC=CC=2)=CC=1.C1C=CC(P(C2C=CC=CC=2)C2C=CC=CC=2)=CC=1.Cl[Pd]Cl.[Cu]I. The product is [F:21][C:22]1[CH:27]=[CH:26][C:25]([C:14]#[C:13][C:10]2[CH:9]=[CH:29][C:7]([N:5]3[CH2:6][C:2]([CH3:1])([CH3:20])[CH2:3][C:4]3=[O:19])=[N:12][CH:11]=2)=[CH:24][CH:23]=1. The yield is 0.730.